Dataset: Retrosynthesis with 50K atom-mapped reactions and 10 reaction types from USPTO. Task: Predict the reactants needed to synthesize the given product. Given the product CNc1ncc2cc(-c3cc(NC(=O)NCCC(C)(C)C)c(F)cc3F)c(C)nc2n1, predict the reactants needed to synthesize it. The reactants are: CC(C)(C)CCNC(=O)Nc1cc(B2OC(C)(C)C(C)(C)O2)c(F)cc1F.CNc1ncc2cc(Br)c(C)nc2n1.